From a dataset of Full USPTO retrosynthesis dataset with 1.9M reactions from patents (1976-2016). Predict the reactants needed to synthesize the given product. (1) Given the product [N:19]1([CH2:25][CH2:26][C@@H:27]([NH:36][C:2]2[CH:7]=[CH:6][C:5]([S:8]([NH2:11])(=[O:10])=[O:9])=[CH:4][C:3]=2[S:12]([C:15]([F:18])([F:17])[F:16])(=[O:14])=[O:13])[CH2:28][S:29][C:30]2[CH:35]=[CH:34][CH:33]=[CH:32][CH:31]=2)[CH2:20][CH2:21][O:22][CH2:23][CH2:24]1, predict the reactants needed to synthesize it. The reactants are: F[C:2]1[CH:7]=[CH:6][C:5]([S:8]([NH2:11])(=[O:10])=[O:9])=[CH:4][C:3]=1[S:12]([C:15]([F:18])([F:17])[F:16])(=[O:14])=[O:13].[N:19]1([CH2:25][CH2:26][C@@H:27]([NH2:36])[CH2:28][S:29][C:30]2[CH:35]=[CH:34][CH:33]=[CH:32][CH:31]=2)[CH2:24][CH2:23][O:22][CH2:21][CH2:20]1.CN(C)CC[C@@H](NC1C=CC(S(N)(=O)=O)=CC=1S(C(F)(F)F)(=O)=O)CSC1C=CC=CC=1. (2) Given the product [ClH:34].[ClH:34].[C:1]([C:3]1[CH:4]=[C:5]2[C:9](=[CH:10][CH:11]=1)[NH:8][CH:7]=[C:6]2[CH2:12][CH2:13][CH2:14][CH2:15][N:16]1[CH2:17][CH2:18][N:19]([C:22]2[CH:23]=[CH:24][C:25]3[O:29][C:28]([C:30](=[O:32])[NH2:31])=[CH:27][C:26]=3[CH:33]=2)[CH2:20][CH2:21]1)#[N:2], predict the reactants needed to synthesize it. The reactants are: [C:1]([C:3]1[CH:4]=[C:5]2[C:9](=[CH:10][CH:11]=1)[NH:8][CH:7]=[C:6]2[CH2:12][CH2:13][CH2:14][CH2:15][N:16]1[CH2:21][CH2:20][N:19]([C:22]2[CH:23]=[CH:24][C:25]3[O:29][C:28]([C:30](=[O:32])[NH2:31])=[CH:27][C:26]=3[CH:33]=2)[CH2:18][CH2:17]1)#[N:2].[ClH:34]. (3) Given the product [CH2:31]([NH:2][CH2:3][C:4]1[CH:5]=[CH:6][C:7]([NH:10]/[C:11](=[C:18]2\[C:19](=[O:30])[NH:20][C:21]3[C:26]\2=[CH:25][C:24]([N+:27]([O-:29])=[O:28])=[CH:23][CH:22]=3)/[C:12]2[CH:13]=[CH:14][CH:15]=[CH:16][CH:17]=2)=[CH:8][CH:9]=1)[CH:32]([CH3:34])[CH3:33], predict the reactants needed to synthesize it. The reactants are: Cl.[NH2:2][CH2:3][C:4]1[CH:9]=[CH:8][C:7]([NH:10]/[C:11](=[C:18]2\[C:19](=[O:30])[NH:20][C:21]3[C:26]\2=[CH:25][C:24]([N+:27]([O-:29])=[O:28])=[CH:23][CH:22]=3)/[C:12]2[CH:17]=[CH:16][CH:15]=[CH:14][CH:13]=2)=[CH:6][CH:5]=1.[CH:31](=O)[CH:32]([CH3:34])[CH3:33].C([BH3-])#N.[Na+]. (4) The reactants are: [Br:1][C:2]1[CH:6]=[C:5]([N:7]([CH2:11][CH:12]=[O:13])[CH2:8][CH2:9][CH3:10])[S:4][C:3]=1[C:14]#[N:15].[F-].[Cs+].C(=O)=O.CC(C)=O.[Si]([C:29]([F:32])([F:31])[F:30])(C)(C)C. Given the product [Br:1][C:2]1[CH:6]=[C:5]([N:7]([CH2:8][CH2:9][CH3:10])[CH2:11][CH:12]([OH:13])[C:29]([F:32])([F:31])[F:30])[S:4][C:3]=1[C:14]#[N:15], predict the reactants needed to synthesize it. (5) Given the product [Cl:32][C:33]1[C:34]2[C:44]([F:45])=[CH:43][CH:42]=[C:41]([F:46])[C:35]=2[S:36][C:37]=1[C:38]([N:7]([CH2:6][C:5]1[CH:23]=[C:24]([C:26]2[CH:27]=[CH:28][N:29]=[CH:30][CH:31]=2)[CH:25]=[C:3]([O:2][CH3:1])[CH:4]=1)[CH:8]1[CH2:9][CH2:10][CH:11]([N:14]([CH3:22])[C:15](=[O:21])[O:16][C:17]([CH3:20])([CH3:18])[CH3:19])[CH2:12][CH2:13]1)=[O:39], predict the reactants needed to synthesize it. The reactants are: [CH3:1][O:2][C:3]1[CH:4]=[C:5]([CH:23]=[C:24]([C:26]2[CH:31]=[CH:30][N:29]=[CH:28][CH:27]=2)[CH:25]=1)[CH2:6][NH:7][CH:8]1[CH2:13][CH2:12][CH:11]([N:14]([CH3:22])[C:15](=[O:21])[O:16][C:17]([CH3:20])([CH3:19])[CH3:18])[CH2:10][CH2:9]1.[Cl:32][C:33]1[C:34]2[C:44]([F:45])=[CH:43][CH:42]=[C:41]([F:46])[C:35]=2[S:36][C:37]=1[C:38](Cl)=[O:39]. (6) Given the product [CH3:20][CH2:21][CH:22]([N:1]1[CH2:6][CH2:5][C:4]2([C:15]3[C:10](=[CH:11][CH:12]=[CH:13][CH:14]=3)[C@@H:9]([NH:16][C:17](=[O:19])[CH3:18])[CH2:8][CH2:7]2)[CH2:3][CH2:2]1)[CH2:23][CH3:24], predict the reactants needed to synthesize it. The reactants are: [NH:1]1[CH2:6][CH2:5][C:4]2([C:15]3[C:10](=[CH:11][CH:12]=[CH:13][CH:14]=3)[C@@H:9]([NH:16][C:17](=[O:19])[CH3:18])[CH2:8][CH2:7]2)[CH2:3][CH2:2]1.[CH3:20][CH2:21][C:22](=O)[CH2:23][CH3:24].[BH4-].[Na+].CO.